This data is from Experimentally validated miRNA-target interactions with 360,000+ pairs, plus equal number of negative samples. The task is: Binary Classification. Given a miRNA mature sequence and a target amino acid sequence, predict their likelihood of interaction. (1) The miRNA is hsa-miR-5195-5p with sequence AACCCCUAAGGCAACUGGAUGG. The protein sequence of the target gene is MPGPRVWGKYLWRSPHSKGCPGAMWWLLLWGVLQACPTRGSVLLAQELPQQLTSPGYPEPYGKGQESSTDIKAPEGFAVRLVFQDFDLEPSQDCAGDSVTISFVGSDPSQFCGQQGSPLGRPPGQREFVSSGRSLRLTFRTQPSSENKTAHLHKGFLALYQTVAVNYSQPISEASRGSEAINAPGDNPAKVQNHCQEPYYQAAAAGALTCATPGTWKDRQDGEEVLQCMPVCGRPVTPIAQNQTTLGSSRAKLGNFPWQAFTSIHGRGGGALLGDRWILTAAHTIYPKDSVSLRKNQSVN.... Result: 0 (no interaction). (2) The miRNA is mmu-miR-200b-3p with sequence UAAUACUGCCUGGUAAUGAUGA. The protein sequence of the target gene is MIEQQKRKGPELPLVPVKRQRHELLLGAGSGPGAGQQQATPGALLQAGPPRCSSLQAPIMLLSGHEGEVYCCKFHPNGSTLASAGFDRLILLWNVYGDCDNYATLKGHSGAVMELHYNTDGSMLFSASTDKTVAVWDSETGERVKRLKGHTSFVNSCYPARRGPQLVCTGSDDGTVKLWDIRKKAAIQTFQNTYQVLAVTFNDTSDQIISGGIDNDIKVWDLRQNKLTYTMRGHADSVTGLSLSSEGSYLLSNAMDNTVRVWDVRPFAPKERCVKIFQGNVHNFEKNLLRCSWSPDGSKI.... Result: 0 (no interaction). (3) The miRNA is ath-miR156f-5p with sequence UGACAGAAGAGAGUGAGCAC. The protein sequence of the target gene is MPARAPRRLVQGPRGTWLLGSLWVWVLCGLGMAGSLGTPQPCQAPQQWEGRQVLYQQSSGHNNRALVSYDGLNQRVRVLDERKALIPCKRLFEYILLYKEGVMFQIEQATKQCAKIPLVESWDPLDIPQNSTFEDQYSIGGPQEQILVQEWSDRRTARSYETWIGVYTAKDCYPVQETFIRNYTVVMSTRFFDVQLGIKDPSVFTPPSTCQAAQPEKMSDGCSL. Result: 0 (no interaction).